This data is from Catalyst prediction with 721,799 reactions and 888 catalyst types from USPTO. The task is: Predict which catalyst facilitates the given reaction. (1) Reactant: [CH3:1][S:2]([C:5]1[CH:10]=[CH:9][C:8]([CH2:11][S:12](Cl)(=[O:14])=[O:13])=[CH:7][CH:6]=1)(=[O:4])=[O:3].[NH2:16][C:17]1[S:18][CH:19]=[CH:20][N:21]=1. Product: [CH3:1][S:2]([C:5]1[CH:10]=[CH:9][C:8]([CH2:11][S:12]([NH:16][C:17]2[S:18][CH:19]=[CH:20][N:21]=2)(=[O:14])=[O:13])=[CH:7][CH:6]=1)(=[O:4])=[O:3]. The catalyst class is: 17. (2) Reactant: [CH3:1][O:2][C:3]1[CH:12]=[C:11]2[C:6]([C:7]([C:20]3[CH:25]=[CH:24][C:23]([O:26][CH3:27])=[CH:22][CH:21]=3)=[N:8][N:9]=[C:10]2[NH:13][CH:14]2[CH2:19][CH2:18][NH:17][CH2:16][CH2:15]2)=[CH:5][CH:4]=1.[CH:28]1[C:37]2[C:32](=[CH:33][CH:34]=[CH:35][CH:36]=2)[CH:31]=[CH:30][C:29]=1[CH:38]=O.C(O[BH-](OC(=O)C)OC(=O)C)(=O)C.[Na+]. Product: [CH3:1][O:2][C:3]1[CH:12]=[C:11]2[C:6]([C:7]([C:20]3[CH:25]=[CH:24][C:23]([O:26][CH3:27])=[CH:22][CH:21]=3)=[N:8][N:9]=[C:10]2[NH:13][CH:14]2[CH2:15][CH2:16][N:17]([CH2:38][C:29]3[CH:30]=[CH:31][C:32]4[C:37](=[CH:36][CH:35]=[CH:34][CH:33]=4)[CH:28]=3)[CH2:18][CH2:19]2)=[CH:5][CH:4]=1. The catalyst class is: 344. (3) Product: [F:40][C:11]1[CH:10]=[C:9]([OH:8])[CH:14]=[CH:13][C:12]=1[C:15]1[CH:19]=[C:18]([NH:20][C:21]([NH:35][CH2:36][CH:37]([CH3:39])[CH3:38])=[N:22][C:23]([C:25]2[C:26]([C:31]([F:33])([F:34])[F:32])=[N:27][N:28]([CH3:30])[CH:29]=2)=[O:24])[NH:17][N:16]=1. The catalyst class is: 19. Reactant: C([O:8][C:9]1[CH:14]=[CH:13][C:12]([C:15]2[CH:19]=[C:18]([NH:20][C:21]([NH:35][CH2:36][CH:37]([CH3:39])[CH3:38])=[N:22][C:23]([C:25]3[C:26]([C:31]([F:34])([F:33])[F:32])=[N:27][N:28]([CH3:30])[CH:29]=3)=[O:24])[NH:17][N:16]=2)=[C:11]([F:40])[CH:10]=1)C1C=CC=CC=1.C([O-])=O.[NH4+]. (4) Reactant: [Si:1]([O:18][CH2:19][C:20]1[C:21]([N:36]2[CH2:41][C@H:40]([CH3:42])[O:39][C@H:38]([CH3:43])[CH2:37]2)=[C:22]([F:35])[C:23]([F:34])=[C:24]([CH:26]([C:28]2[N:32]([CH3:33])[CH:31]=[N:30][CH:29]=2)[OH:27])[CH:25]=1)([C:14]([CH3:17])([CH3:16])[CH3:15])([C:8]1[CH:13]=[CH:12][CH:11]=[CH:10][CH:9]=1)[C:2]1[CH:7]=[CH:6][CH:5]=[CH:4][CH:3]=1. Product: [Si:1]([O:18][CH2:19][C:20]1[C:21]([N:36]2[CH2:37][C@H:38]([CH3:43])[O:39][C@H:40]([CH3:42])[CH2:41]2)=[C:22]([F:35])[C:23]([F:34])=[C:24]([C:26]([C:28]2[N:32]([CH3:33])[CH:31]=[N:30][CH:29]=2)=[O:27])[CH:25]=1)([C:14]([CH3:15])([CH3:16])[CH3:17])([C:2]1[CH:7]=[CH:6][CH:5]=[CH:4][CH:3]=1)[C:8]1[CH:9]=[CH:10][CH:11]=[CH:12][CH:13]=1. The catalyst class is: 177.